From a dataset of Forward reaction prediction with 1.9M reactions from USPTO patents (1976-2016). Predict the product of the given reaction. (1) Given the reactants [Br:1][C:2]1[CH:7]=[C:6]([Cl:8])[CH:5]=[CH:4][C:3]=1[OH:9].[CH3:10][O:11][CH2:12]Cl.CCN(C(C)C)C(C)C, predict the reaction product. The product is: [Br:1][C:2]1[CH:7]=[C:6]([Cl:8])[CH:5]=[CH:4][C:3]=1[O:9][CH2:10][O:11][CH3:12]. (2) Given the reactants Br[C:2]1[CH:3]=[C:4]2[C:8](=[CH:9][CH:10]=1)[N:7]([CH:11]1[CH2:16][CH2:15][CH2:14][CH2:13][O:12]1)[N:6]=[CH:5]2.[C:17]([O:21][CH2:22][CH3:23])(=[O:20])[CH:18]=[CH2:19].C1(C)C=CC=CC=1P(C1C=CC=CC=1C)C1C=CC=CC=1C, predict the reaction product. The product is: [O:12]1[CH2:13][CH2:14][CH2:15][CH2:16][CH:11]1[N:7]1[C:8]2[C:4](=[CH:3][C:2](/[CH:19]=[CH:18]/[C:17]([O:21][CH2:22][CH3:23])=[O:20])=[CH:10][CH:9]=2)[CH:5]=[N:6]1.